Dataset: Forward reaction prediction with 1.9M reactions from USPTO patents (1976-2016). Task: Predict the product of the given reaction. Given the reactants Br[C:2]1[CH:16]=[CH:15][C:14]([C:17]([F:20])([F:19])[F:18])=[CH:13][C:3]=1[CH2:4][N:5]([CH2:11][CH3:12])[C:6]([CH:8]1[CH2:10][CH2:9]1)=[O:7].[B:21]1([B:21]2[O:25][C:24]([CH3:27])([CH3:26])[C:23]([CH3:29])([CH3:28])[O:22]2)[O:25][C:24]([CH3:27])([CH3:26])[C:23]([CH3:29])([CH3:28])[O:22]1.C([O-])(=O)C.[K+], predict the reaction product. The product is: [CH2:11]([N:5]([CH2:4][C:3]1[CH:13]=[C:14]([C:17]([F:20])([F:19])[F:18])[CH:15]=[CH:16][C:2]=1[B:21]1[O:25][C:24]([CH3:27])([CH3:26])[C:23]([CH3:29])([CH3:28])[O:22]1)[C:6]([CH:8]1[CH2:10][CH2:9]1)=[O:7])[CH3:12].